Task: Predict which catalyst facilitates the given reaction.. Dataset: Catalyst prediction with 721,799 reactions and 888 catalyst types from USPTO (1) Reactant: [CH3:1][O:2][CH2:3][CH2:4][CH2:5][N:6]1[CH:11]=[C:10]([CH:12]=O)[C:9](=[O:14])[N:8]([CH2:15][CH2:16][CH2:17][O:18][CH3:19])[C:7]1=[O:20].[CH:21]1([NH2:24])[CH2:23][CH2:22]1.[O-]S([O-])(=O)=O.[Mg+2].[BH4-].[Na+]. Product: [CH:21]1([NH:24][CH2:12][C:10]2[C:9](=[O:14])[N:8]([CH2:15][CH2:16][CH2:17][O:18][CH3:19])[C:7](=[O:20])[N:6]([CH2:5][CH2:4][CH2:3][O:2][CH3:1])[CH:11]=2)[CH2:23][CH2:22]1. The catalyst class is: 2. (2) Reactant: [F:1][C:2]([F:44])([C:40]([F:43])([F:42])[F:41])[CH2:3][CH2:4][CH2:5][S:6]([CH2:8][CH2:9][CH2:10][CH2:11][CH2:12][O:13][C:14]1[CH:19]=[CH:18][C:17]([C@H:20]2[CH2:37][C@@:35]3([CH3:36])[C@@H:31]([CH2:32][CH2:33][C@@H:34]3[OH:38])[C@H:30]3[C@H:21]2[C:22]2[CH:23]=[CH:24][C:25]([OH:39])=[CH:26][C:27]=2[CH2:28][CH2:29]3)=[CH:16][CH:15]=1)=[O:7].[H-].[Na+].CC1C=CC(S(O[CH:58]2[CH2:62][CH2:61][CH2:60][CH2:59]2)(=O)=O)=CC=1.[Cl-].[NH4+]. Product: [CH:58]1([O:39][C:25]2[CH:24]=[CH:23][C:22]3[C@@H:21]4[C@H:30]([C@H:31]5[C@@:35]([CH2:37][C@@H:20]4[C:17]4[CH:16]=[CH:15][C:14]([O:13][CH2:12][CH2:11][CH2:10][CH2:9][CH2:8][S:6]([CH2:5][CH2:4][CH2:3][C:2]([F:1])([F:44])[C:40]([F:41])([F:42])[F:43])=[O:7])=[CH:19][CH:18]=4)([CH3:36])[C@@H:34]([OH:38])[CH2:33][CH2:32]5)[CH2:29][CH2:28][C:27]=3[CH:26]=2)[CH2:62][CH2:61][CH2:60][CH2:59]1. The catalyst class is: 9. (3) Reactant: C([N:8]1[CH2:13][CH2:12][C:11]([C:15]2[CH:20]=[CH:19][C:18]([CH2:21][O:22][CH2:23][C@@H:24]([CH3:28])[CH2:25][O:26][CH3:27])=[CH:17][CH:16]=2)([OH:14])[CH:10]([CH2:29][OH:30])[CH2:9]1)C1C=CC=CC=1.[C:39](O[C:39]([O:41][C:42]([CH3:45])([CH3:44])[CH3:43])=[O:40])([O:41][C:42]([CH3:45])([CH3:44])[CH3:43])=[O:40]. Product: [OH:14][C@:11]1([C:15]2[CH:20]=[CH:19][C:18]([CH2:21][O:22][CH2:23][C@@H:24]([CH3:28])[CH2:25][O:26][CH3:27])=[CH:17][CH:16]=2)[CH2:12][CH2:13][N:8]([C:39]([O:41][C:42]([CH3:43])([CH3:44])[CH3:45])=[O:40])[CH2:9][C@@H:10]1[CH2:29][OH:30]. The catalyst class is: 45. (4) Reactant: [CH:1]1([C:4]2[CH:38]=[CH:37][C:7]([O:8][CH:9]3[CH2:13][CH2:12][N:11]([C:14]4[CH:19]=[CH:18][C:17]([O:20][CH2:21][C:22]([CH3:33])([O:24]COCC[Si](C)(C)C)[CH3:23])=[C:16]([O:34][CH3:35])[CH:15]=4)[C:10]3=[O:36])=[CH:6][CH:5]=2)[CH2:3][CH2:2]1.C(O)(C(F)(F)F)=O. Product: [CH:1]1([C:4]2[CH:38]=[CH:37][C:7]([O:8][CH:9]3[CH2:13][CH2:12][N:11]([C:14]4[CH:19]=[CH:18][C:17]([O:20][CH2:21][C:22]([OH:24])([CH3:33])[CH3:23])=[C:16]([O:34][CH3:35])[CH:15]=4)[C:10]3=[O:36])=[CH:6][CH:5]=2)[CH2:3][CH2:2]1. The catalyst class is: 2. (5) Reactant: [C:1]([C:4]1[C:22](=[O:23])[C@@:8]2([CH3:24])[C:9]3[C:15]([OH:16])=[CH:14][C:13]([O:17][CH3:18])=[C:12]([C:19]([NH2:21])=[O:20])[C:10]=3[O:11][C:7]2=[CH:6][C:5]=1[OH:25])(=[O:3])[CH3:2].[CH:26]([C:28]1[C:37]2[C:32](=[CH:33][CH:34]=[CH:35][CH:36]=2)[CH:31]=[C:30]([C:38]([O:40][CH3:41])=[O:39])[CH:29]=1)=O.C([SiH](CC)CC)C.FC(F)(F)C(O)=O. Product: [C:1]([C:4]1[C:22](=[O:23])[C@@:8]2([CH3:24])[C:9]3[C:15]([OH:16])=[CH:14][C:13]([O:17][CH3:18])=[C:12]([C:19]([NH:21][CH2:26][C:28]4[C:37]5[C:32](=[CH:33][CH:34]=[CH:35][CH:36]=5)[CH:31]=[C:30]([C:38]([O:40][CH3:41])=[O:39])[CH:29]=4)=[O:20])[C:10]=3[O:11][C:7]2=[CH:6][C:5]=1[OH:25])(=[O:3])[CH3:2]. The catalyst class is: 10. (6) Reactant: [CH3:1][O:2][C:3]([CH:5]1[CH2:14][C:13]2[C:8](=[CH:9][C:10]([OH:15])=[CH:11][CH:12]=2)[C:7]([CH2:16][CH:17]2[CH2:21][CH2:20][CH2:19][CH2:18]2)=[N:6]1)=[O:4]. Product: [CH3:1][O:2][C:3]([CH:5]1[CH2:14][C:13]2[C:8](=[CH:9][C:10]([OH:15])=[CH:11][CH:12]=2)[CH:7]([CH2:16][CH:17]2[CH2:21][CH2:20][CH2:19][CH2:18]2)[NH:6]1)=[O:4]. The catalyst class is: 19. (7) Reactant: [C:1]([C:4]1[C:5]([C:21]2[CH:26]=[CH:25][C:24]([NH:27]C(=O)OC(C)(C)C)=[C:23]([F:35])[CH:22]=2)=[C:6]2[N:11]([C:12]=1[CH2:13][N:14]1[CH2:19][CH2:18][O:17][CH2:16][CH2:15]1)[N:10]=[CH:9][N:8]=[C:7]2[NH2:20])(=[O:3])[CH3:2].FC(F)(F)C(O)=O.C([O-])(O)=O.[Na+]. Product: [NH2:20][C:7]1[C:6]2=[C:5]([C:21]3[CH:26]=[CH:25][C:24]([NH2:27])=[C:23]([F:35])[CH:22]=3)[C:4]([C:1](=[O:3])[CH3:2])=[C:12]([CH2:13][N:14]3[CH2:19][CH2:18][O:17][CH2:16][CH2:15]3)[N:11]2[N:10]=[CH:9][N:8]=1. The catalyst class is: 2. (8) Reactant: [C:1]([OH:12])(=[O:11])[C:2]1[CH:10]=[CH:9][C:8]2[O:7][CH2:6][O:5][C:4]=2[CH:3]=1.[Li+].[CH3:14]CC[CH2-].IC. Product: [CH3:14][C:3]1[C:4]2[O:5][CH2:6][O:7][C:8]=2[CH:9]=[CH:10][C:2]=1[C:1]([OH:12])=[O:11]. The catalyst class is: 7.